This data is from Reaction yield outcomes from USPTO patents with 853,638 reactions. The task is: Predict the reaction yield, written as a fraction of the theoretical maximum amount of product (1.0 means a 100% yield; for example, 0.34 means a 34% yield). (1) The reactants are Cl[C:2]1[CH:3]=[CH:4][C:5]2[O:14][CH2:13][CH2:12][C:11]3[CH:10]=[C:9]([C:15]4[N:16]([C:20]5[CH:25]=[CH:24][C:23]([F:26])=[CH:22][C:21]=5[F:27])[N:17]=[CH:18][N:19]=4)[S:8][C:7]=3[C:6]=2[N:28]=1.[CH:29]12[CH2:35][CH:32]([NH:33][CH2:34]1)[CH2:31][NH:30]2.CC(C1C=C(C(C)C)C(C2C=CC=CC=2P(C2CCCCC2)C2CCCCC2)=C(C(C)C)C=1)C.CC(C)([O-])C.N#N. The catalyst is O1CCOCC1. The product is [CH:29]12[CH2:35][CH:32]([NH:33][CH2:34]1)[CH2:31][N:30]2[C:2]1[CH:3]=[CH:4][C:5]2[O:14][CH2:13][CH2:12][C:11]3[CH:10]=[C:9]([C:15]4[N:16]([C:20]5[CH:25]=[CH:24][C:23]([F:26])=[CH:22][C:21]=5[F:27])[N:17]=[CH:18][N:19]=4)[S:8][C:7]=3[C:6]=2[N:28]=1. The yield is 0.130. (2) The reactants are C1C=CC2N(O)N=NC=2C=1.CCN(C(C)C)C(C)C.[CH2:20]([O:22][C:23](=[O:28])[CH2:24][C:25]([OH:27])=O)[CH3:21].CCN=C=NCCCN(C)C.Cl.[C:41]([O:45][C:46]([N:48]1[CH2:53][CH2:52][NH:51][CH2:50][CH2:49]1)=[O:47])([CH3:44])([CH3:43])[CH3:42]. The catalyst is CN(C=O)C.O. The product is [C:41]([O:45][C:46]([N:48]1[CH2:53][CH2:52][N:51]([C:25](=[O:27])[CH2:24][C:23]([O:22][CH2:20][CH3:21])=[O:28])[CH2:50][CH2:49]1)=[O:47])([CH3:44])([CH3:42])[CH3:43]. The yield is 0.840. (3) The reactants are Br[C:2]1[CH:26]=[CH:25][C:5]([O:6][C:7]2[CH:14]=[C:13]([O:15][CH2:16][CH2:17][O:18][CH:19]3[CH2:24][CH2:23][CH2:22][CH2:21][O:20]3)[C:10]([C:11]#[N:12])=[CH:9][N:8]=2)=[CH:4][C:3]=1[CH:27]=[O:28].[B:29]1([B:29]2[O:33][C:32]([CH3:35])([CH3:34])[C:31]([CH3:37])([CH3:36])[O:30]2)[O:33][C:32]([CH3:35])([CH3:34])[C:31]([CH3:37])([CH3:36])[O:30]1.C([O-])(=O)C.[K+]. The catalyst is O1CCOCC1.C1C=CC(P(C2C=CC=CC=2)[C-]2C=CC=C2)=CC=1.C1C=CC(P(C2C=CC=CC=2)[C-]2C=CC=C2)=CC=1.Cl[Pd]Cl.[Fe+2]. The product is [CH:27]([C:3]1[CH:4]=[C:5]([CH:25]=[CH:26][C:2]=1[B:29]1[O:33][C:32]([CH3:35])([CH3:34])[C:31]([CH3:37])([CH3:36])[O:30]1)[O:6][C:7]1[CH:14]=[C:13]([O:15][CH2:16][CH2:17][O:18][CH:19]2[CH2:24][CH2:23][CH2:22][CH2:21][O:20]2)[C:10]([C:11]#[N:12])=[CH:9][N:8]=1)=[O:28]. The yield is 0.640. (4) The reactants are [CH3:1][C:2]1([CH3:13])[CH2:7][C:6]([CH3:9])([CH3:8])[CH2:5][C:4](=[CH:10][C:11]#[N:12])[CH2:3]1.[C:14](C(P(=O)(OCC)OCC)C)#N. No catalyst specified. The product is [CH3:1][C:2]1([CH3:13])[CH2:7][C:6]([CH3:8])([CH3:9])[CH2:5][C:4](=[C:10]([CH3:14])[C:11]#[N:12])[CH2:3]1. The yield is 0.410. (5) The reactants are [Cl:1][C:2]1[C:3]([Cl:11])=[N:4][CH:5]=[C:6]([CH:10]=1)[C:7](Cl)=[O:8].C(N(CC)CC)C.[CH2:19]([CH:22]1[CH2:27][CH2:26][CH2:25][NH:24][CH2:23]1)[CH2:20][CH3:21].O. The catalyst is C(Cl)Cl.CCCCC. The product is [Cl:1][C:2]1[CH:10]=[C:6]([C:7]([N:24]2[CH2:25][CH2:26][CH2:27][CH:22]([CH2:19][CH2:20][CH3:21])[CH2:23]2)=[O:8])[CH:5]=[N:4][C:3]=1[Cl:11]. The yield is 0.480.